This data is from Forward reaction prediction with 1.9M reactions from USPTO patents (1976-2016). The task is: Predict the product of the given reaction. Given the reactants [CH3:1][C:2]1[C:11]([N:12]2[C:16]3[CH:17]=[CH:18][CH:19]=[CH:20][C:15]=3[N:14]=[C:13]2[C:21]([F:24])([F:23])[F:22])=[CH:10][CH:9]=[CH:8][C:3]=1[C:4](OC)=[O:5].[H-].C([Al+]CC(C)C)C(C)C.C1(C)C=CC=CC=1.O.O.O.O.O.O.O.O.O.O.[O-]S([O-])(=O)=O.[Na+].[Na+], predict the reaction product. The product is: [CH3:1][C:2]1[C:11]([N:12]2[C:16]3[CH:17]=[CH:18][CH:19]=[CH:20][C:15]=3[N:14]=[C:13]2[C:21]([F:24])([F:23])[F:22])=[CH:10][CH:9]=[CH:8][C:3]=1[CH2:4][OH:5].